The task is: Predict which catalyst facilitates the given reaction.. This data is from Catalyst prediction with 721,799 reactions and 888 catalyst types from USPTO. Reactant: [F:1][C:2]([F:29])([O:7][C:8]1[CH:13]=[CH:12][C:11]([N:14]2[CH:18]=[N:17][C:16]([C:19]3[CH:28]=[CH:27][C:22]([C:23]([O:25]C)=[O:24])=[CH:21][CH:20]=3)=[N:15]2)=[CH:10][CH:9]=1)[C:3]([F:6])([F:5])[F:4].C1COCC1.O.[OH-].[Li+].Cl. Product: [F:29][C:2]([F:1])([O:7][C:8]1[CH:9]=[CH:10][C:11]([N:14]2[CH:18]=[N:17][C:16]([C:19]3[CH:20]=[CH:21][C:22]([C:23]([OH:25])=[O:24])=[CH:27][CH:28]=3)=[N:15]2)=[CH:12][CH:13]=1)[C:3]([F:6])([F:5])[F:4]. The catalyst class is: 6.